Dataset: Reaction yield outcomes from USPTO patents with 853,638 reactions. Task: Predict the reaction yield, written as a fraction of the theoretical maximum amount of product (1.0 means a 100% yield; for example, 0.34 means a 34% yield). (1) The reactants are [F:1][C:2]1[CH:7]=[CH:6][C:5]([C:8]2[C:16]3[C:11](=[CH:12][CH:13]=[CH:14][CH:15]=3)[N:10]([CH:17]([CH3:19])[CH3:18])[CH:9]=2)=[CH:4][CH:3]=1.CO/[CH:22]=[CH:23]/[C:24]([O:26][CH3:27])=[O:25].O.P(Cl)(Cl)(Cl)=O. The catalyst is C(O)(=O)C. The product is [F:1][C:2]1[CH:7]=[CH:6][C:5]([C:8]2[C:16]3[C:11](=[CH:12][CH:13]=[CH:14][CH:15]=3)[N:10]([CH:17]([CH3:19])[CH3:18])[C:9]=2/[CH:22]=[CH:23]/[C:24]([O:26][CH3:27])=[O:25])=[CH:4][CH:3]=1. The yield is 0.790. (2) The reactants are [CH2:1]([C:5]1[N:10]2[N:11]=[CH:12][N:13]=[C:9]2[N:8]([C@H:14]2[CH2:19][CH2:18][C@H:17]([O:20][CH2:21][C:22]([OH:25])([CH3:24])[CH3:23])[CH2:16][CH2:15]2)[C:7](=[O:26])[C:6]=1[CH2:27][C:28]1[CH:33]=[CH:32][C:31]([C:34]2[C:35]([C:40]#[N:41])=[CH:36][CH:37]=[CH:38][CH:39]=2)=[CH:30][C:29]=1[F:42])[CH2:2][CH2:3][CH3:4].C([Sn](=O)CCCC)CCC.[N:53]([Si](C)(C)C)=[N+:54]=[N-:55].C1(C)C=CC=CC=1. The catalyst is C(OCC)(=O)C. The product is [CH2:1]([C:5]1[N:10]2[N:11]=[CH:12][N:13]=[C:9]2[N:8]([C@H:14]2[CH2:19][CH2:18][C@H:17]([O:20][CH2:21][C:22]([OH:25])([CH3:23])[CH3:24])[CH2:16][CH2:15]2)[C:7](=[O:26])[C:6]=1[CH2:27][C:28]1[CH:33]=[CH:32][C:31]([C:34]2[CH:39]=[CH:38][CH:37]=[CH:36][C:35]=2[C:40]2[NH:55][N:54]=[N:53][N:41]=2)=[CH:30][C:29]=1[F:42])[CH2:2][CH2:3][CH3:4]. The yield is 0.710. (3) The reactants are [F:1][C:2]1[CH:11]=[C:10]([C:12]2[N:16]=[C:15]([C:17]3[CH:22]=[CH:21][C:20]([N:23]4[CH2:28][CH2:27][CH2:26][CH2:25][CH:24]4[CH3:29])=[C:19]([NH:30][S:31]([CH3:34])(=[O:33])=[O:32])[CH:18]=3)[O:14][N:13]=2)[CH:9]=[CH:8][C:3]=1[C:4]([O:6]C)=[O:5].Cl. No catalyst specified. The product is [F:1][C:2]1[CH:11]=[C:10]([C:12]2[N:16]=[C:15]([C:17]3[CH:22]=[CH:21][C:20]([N:23]4[CH2:28][CH2:27][CH2:26][CH2:25][CH:24]4[CH3:29])=[C:19]([NH:30][S:31]([CH3:34])(=[O:33])=[O:32])[CH:18]=3)[O:14][N:13]=2)[CH:9]=[CH:8][C:3]=1[C:4]([OH:6])=[O:5]. The yield is 0.800. (4) The reactants are [C:1]([C:3]1[CH:4]=[N:5][N:6]([CH:20]([CH3:22])[CH3:21])[C:7]=1[NH:8][C:9](=O)[C:10]1[CH:15]=[CH:14][C:13]([N+:16]([O-:18])=[O:17])=[CH:12][CH:11]=1)#[N:2].C([OH:25])C.OO.Cl. The catalyst is [OH-].[Na+]. The product is [CH:20]([N:6]1[C:7]2=[N:8][C:9]([C:10]3[CH:15]=[CH:14][C:13]([N+:16]([O-:18])=[O:17])=[CH:12][CH:11]=3)=[N:2][C:1]([OH:25])=[C:3]2[CH:4]=[N:5]1)([CH3:22])[CH3:21]. The yield is 0.580. (5) The reactants are C([O:8][C:9]1[CH:10]=[N:11][CH:12]=[C:13]([C@H:15]2[CH2:17][C@@H:16]2[CH2:18][O:19][CH2:20][C:21]2[CH:26]=[CH:25][CH:24]=[CH:23][CH:22]=2)[CH:14]=1)C1C=CC=CC=1. The catalyst is CCOC(C)=O.CO.[Pd]. The product is [CH2:20]([O:19][CH2:18][C@H:16]1[CH2:17][C@@H:15]1[C:13]1[CH:14]=[C:9]([OH:8])[CH:10]=[N:11][CH:12]=1)[C:21]1[CH:22]=[CH:23][CH:24]=[CH:25][CH:26]=1. The yield is 0.840. (6) The reactants are Cl[C:2]1[N:7]=[C:6]([Cl:8])[C:5]([C:9]([O:11][CH3:12])=[O:10])=[C:4]([NH:13][C:14]2[CH:15]=[C:16]([CH3:20])[CH:17]=[CH:18][CH:19]=2)[N:3]=1.C(N(C(C)C)C(C)C)C.[CH2:30]([N:32]1[CH2:37][CH2:36][NH:35][CH2:34][CH2:33]1)[CH3:31].C([O-])(O)=O.[Na+]. The catalyst is C1COCC1. The product is [Cl:8][C:6]1[C:5]([C:9]([O:11][CH3:12])=[O:10])=[C:4]([NH:13][C:14]2[CH:15]=[C:16]([CH3:20])[CH:17]=[CH:18][CH:19]=2)[N:3]=[C:2]([N:35]2[CH2:36][CH2:37][N:32]([CH2:30][CH3:31])[CH2:33][CH2:34]2)[N:7]=1. The yield is 0.240. (7) The reactants are [CH3:1][C:2]1[C:7]([CH2:8][NH2:9])=[CH:6][CH:5]=[C:4]([CH3:10])[N:3]=1.[C:11]([CH2:13][C:14](O)=[O:15])#[N:12].Cl.C(N=C=NCCCN(C)C)C. The catalyst is CN(C=O)C.C(OCC)(=O)C. The product is [C:11]([CH2:13][C:14]([NH:9][CH2:8][C:7]1[C:2]([CH3:1])=[N:3][C:4]([CH3:10])=[CH:5][CH:6]=1)=[O:15])#[N:12]. The yield is 0.417. (8) The reactants are [Si]([C:5]#[N:6])(C)(C)C.[NH2:7][C:8]1[CH:13]=[CH:12][C:11]([CH2:14][CH2:15][CH2:16][C:17]#[N:18])=[C:10]([F:19])[CH:9]=1.[C:20]1(=O)[CH2:23]C[CH2:21]1. The yield is 0.910. The product is [C:5]([C:20]([NH:7][C:8]1[CH:13]=[CH:12][C:11]([CH2:14][CH2:15][CH2:16][C:17]#[N:18])=[C:10]([F:19])[CH:9]=1)([CH3:23])[CH3:21])#[N:6]. The catalyst is O1CCOCC1.[Cl-].[Cl-].[Zn+2]. (9) The reactants are [I:1][C:2]1[CH:7]=[N:6][NH:5][C:4](=[O:8])[CH:3]=1.[H-].[Na+].[CH3:11][O:12][C:13](=[O:22])[CH:14](Br)[CH2:15][CH:16]1[CH2:20][CH2:19][CH2:18][CH2:17]1. The catalyst is O1CCCC1. The product is [CH3:11][O:12][C:13](=[O:22])[CH:14]([N:5]1[C:4](=[O:8])[CH:3]=[C:2]([I:1])[CH:7]=[N:6]1)[CH2:15][CH:16]1[CH2:17][CH2:18][CH2:19][CH2:20]1. The yield is 0.683.